Dataset: Retrosynthesis with 50K atom-mapped reactions and 10 reaction types from USPTO. Task: Predict the reactants needed to synthesize the given product. (1) The reactants are: CC1(C)OB(c2ccc(C3(C#N)CCOCC3)cc2)OC1(C)C.Nc1cnc(Br)cn1. Given the product N#CC1(c2ccc(-c3cnc(N)cn3)cc2)CCOCC1, predict the reactants needed to synthesize it. (2) Given the product Cc1c(NC(=O)CC(C)(C)C)c(C)c2c(c1-c1ccc(N(C)C)nc1)OCC2c1ccc(C(C)C)cc1, predict the reactants needed to synthesize it. The reactants are: CN(C)c1ccc(B(O)O)cn1.Cc1c(Br)c2c(c(C)c1NC(=O)CC(C)(C)C)C(c1ccc(C(C)C)cc1)CO2.